From a dataset of Reaction yield outcomes from USPTO patents with 853,638 reactions. Predict the reaction yield, written as a fraction of the theoretical maximum amount of product (1.0 means a 100% yield; for example, 0.34 means a 34% yield). (1) The reactants are [C:1]([O:5][C:6](=[O:30])[C:7]1[CH:12]=[CH:11][C:10]([O:13][CH2:14][CH2:15][O:16][N:17]=[CH:18][C:19]2[CH:24]=[CH:23][C:22]([C:25]([CH3:28])([CH3:27])[CH3:26])=[CH:21][CH:20]=2)=[CH:9][C:8]=1[OH:29])([CH3:4])([CH3:3])[CH3:2].C(N(CC)CC)C.[F:38][C:39]([F:50])([F:49])[C:40]1[CH:48]=[CH:47][C:43]([C:44](Cl)=[O:45])=[CH:42][CH:41]=1. The catalyst is C(Cl)Cl.[Cl-].[Na+].O. The product is [C:1]([O:5][C:6](=[O:30])[C:7]1[CH:12]=[CH:11][C:10]([O:13][CH2:14][CH2:15][O:16]/[N:17]=[CH:18]/[C:19]2[CH:20]=[CH:21][C:22]([C:25]([CH3:28])([CH3:27])[CH3:26])=[CH:23][CH:24]=2)=[CH:9][C:8]=1[O:29][C:44](=[O:45])[C:43]1[CH:47]=[CH:48][C:40]([C:39]([F:38])([F:49])[F:50])=[CH:41][CH:42]=1)([CH3:4])([CH3:2])[CH3:3]. The yield is 0.960. (2) The reactants are Br[C:2]1[C:3]2[CH:15]=[CH:14][CH:13]=[CH:12][C:4]=2[S:5][C:6]=1[CH2:7][CH2:8][N:9]([CH3:11])[CH3:10].CN(C)CCN(C)C.[Li]CCCC.[CH3:29][C:30](OC(C)=O)=[O:31]. The catalyst is C1(C)C=CC=CC=1. The product is [CH3:10][N:9]([CH3:11])[CH2:8][CH2:7][C:6]1[S:5][C:4]2[CH:12]=[CH:13][CH:14]=[CH:15][C:3]=2[C:2]=1[C:30](=[O:31])[CH3:29]. The yield is 0.500. (3) The catalyst is C1(C)C=CC=CC=1.ClCCl. The reactants are CC1[O:11][C:10]2[C:9]3[CH:12]=[CH:13][CH:14]=[CH:15][C:8]=3NCCC=2N=1.S(Cl)(Cl)=O.[CH3:20][N:21]1[C:30]2[NH:29][C:28]3[CH:31]=[C:32]([CH3:35])[CH:33]=[CH:34][C:27]=3[NH:26][CH2:25][C:24]=2[CH:23]=[N:22]1.C([N:38]([CH2:41][CH3:42])CC)C. The yield is 0.850. The product is [CH3:20][N:21]1[C:30]2[NH:29][C:28]3[CH:31]=[C:32]([CH3:35])[CH:33]=[CH:34][C:27]=3[N:26]([C:10]([C:9]3[CH:12]=[CH:13][C:42]([C:41]#[N:38])=[C:15]([CH3:14])[CH:8]=3)=[O:11])[CH2:25][C:24]=2[CH:23]=[N:22]1. (4) The reactants are [Br:1][C:2]1[CH:12]=[CH:11][C:5]2[O:6][CH2:7][C:8](=O)[NH:9][C:4]=2[CH:3]=1.B.Cl.[OH-].[Na+]. The catalyst is C1COCC1.CO. The product is [Br:1][C:2]1[CH:12]=[CH:11][C:5]2[O:6][CH2:7][CH2:8][NH:9][C:4]=2[CH:3]=1. The yield is 0.490. (5) The reactants are [CH3:1][O:2][C:3](=[O:64])[NH:4][CH:5]([C:9]([N:11]1[CH2:15][CH2:14][CH2:13][CH:12]1[C:16]1[NH:17][C:18]([C:21]2[CH:30]=[CH:29][C:28]3[C:23](=[CH:24][CH:25]=[C:26]([C:31]4[CH:36]=[CH:35][C:34]([C:37]5[NH:38][C:39]([CH:42]6[CH2:46][CH2:45][CH2:44][N:43]6[C:47](=[O:63])[CH:48]([NH:55][C:56]([O:58][C:59](C)(C)C)=[O:57])[C:49]6[CH:54]=[CH:53][CH:52]=[CH:51][CH:50]=6)=[N:40][CH:41]=5)=[CH:33][CH:32]=4)[CH:27]=3)[CH:22]=2)=[CH:19][N:20]=1)=[O:10])[CH:6]([CH3:8])[CH3:7].COC(N[CH:70](C1C=CC=CC=1)[C:71](O)=O)=O. No catalyst specified. The product is [CH3:1][O:2][C:3](=[O:64])[NH:4][CH:5]([C:9]([N:11]1[CH2:15][CH2:14][CH2:13][CH:12]1[C:16]1[NH:17][C:18]([C:21]2[CH:30]=[CH:29][C:28]3[C:23](=[CH:24][CH:25]=[C:26]([C:31]4[CH:36]=[CH:35][C:34]([C:37]5[NH:38][C:39]([CH:42]6[CH:46]7[CH2:45][CH:44]([CH2:70][CH2:71]7)[N:43]6[C:47](=[O:63])[CH:48]([NH:55][C:56]([O:58][CH3:59])=[O:57])[C:49]6[CH:50]=[CH:51][CH:52]=[CH:53][CH:54]=6)=[N:40][CH:41]=5)=[CH:33][CH:32]=4)[CH:27]=3)[CH:22]=2)=[CH:19][N:20]=1)=[O:10])[CH:6]([CH3:7])[CH3:8]. The yield is 0.348. (6) The reactants are C([O-])C.[Na+].[C:5](=[O:12])([O:9][CH2:10][CH3:11])OCC.[S:13]1[CH:17]=[CH:16][CH:15]=[C:14]1[CH2:18][C:19]([O:21][CH2:22][CH3:23])=[O:20].C(O)(=O)C. The catalyst is C(O)C.C1COCC1. The product is [S:13]1[CH:17]=[CH:16][CH:15]=[C:14]1[CH:18]([C:5]([O:9][CH2:10][CH3:11])=[O:12])[C:19]([O:21][CH2:22][CH3:23])=[O:20]. The yield is 0.470. (7) The reactants are [CH:1]1([NH:7][C:8]([C:10]2[C:11]([SH:16])=[N:12][CH:13]=[CH:14][CH:15]=2)=[O:9])[CH2:6][CH2:5][CH2:4][CH2:3][CH2:2]1.C[Si]([N-][Si](C)(C)C)(C)C.[Na+].Br[CH2:28][C:29]([C:31]1[CH:36]=[CH:35][CH:34]=[CH:33][CH:32]=1)=[O:30].O. The yield is 0.240. The product is [CH:1]1([NH:7][C:8]([C:10]2[C:11]([S:16][CH2:28][C:29]([C:31]3[CH:36]=[CH:35][CH:34]=[CH:33][CH:32]=3)=[O:30])=[N:12][CH:13]=[CH:14][CH:15]=2)=[O:9])[CH2:2][CH2:3][CH2:4][CH2:5][CH2:6]1. The catalyst is C1COCC1. (8) The reactants are [OH:1][C:2]1[C:3]([C:8]#[N:9])=[N:4][CH:5]=[CH:6][CH:7]=1.C(=O)([O-])[O-].[K+].[K+].[CH2:16](Br)[C:17]1[CH:22]=[CH:21][CH:20]=[CH:19][CH:18]=1. The catalyst is CC(C)=O. The product is [CH2:16]([O:1][C:2]1[C:3]([C:8]#[N:9])=[N:4][CH:5]=[CH:6][CH:7]=1)[C:17]1[CH:22]=[CH:21][CH:20]=[CH:19][CH:18]=1. The yield is 0.830.